Predict which catalyst facilitates the given reaction. From a dataset of Catalyst prediction with 721,799 reactions and 888 catalyst types from USPTO. (1) Reactant: [C:1]([O:5][C:6]([N:8]1[CH2:13][CH:12]=[C:11]([C:14]2[N:19]=[CH:18][C:17]([C:20]([O:22][CH3:23])=[O:21])=[CH:16][N:15]=2)[CH2:10][CH2:9]1)=[O:7])([CH3:4])([CH3:3])[CH3:2]. Product: [C:1]([O:5][C:6]([N:8]1[CH2:13][CH2:12][CH:11]([C:14]2[N:19]=[CH:18][C:17]([C:20]([O:22][CH3:23])=[O:21])=[CH:16][N:15]=2)[CH2:10][CH2:9]1)=[O:7])([CH3:4])([CH3:3])[CH3:2]. The catalyst class is: 696. (2) The catalyst class is: 2. Reactant: [H-].C([Al+]CC(C)C)C(C)C.[F:11][C:12]([F:35])([F:34])[C:13]1[C:18]([C:19](OCC)=[O:20])=[CH:17][C:16]([C:24]2[CH:25]=[N:26][C:27]([C:30]([F:33])([F:32])[F:31])=[N:28][CH:29]=2)=[CH:15][N:14]=1. Product: [F:35][C:12]([F:11])([F:34])[C:13]1[C:18]([CH2:19][OH:20])=[CH:17][C:16]([C:24]2[CH:29]=[N:28][C:27]([C:30]([F:31])([F:32])[F:33])=[N:26][CH:25]=2)=[CH:15][N:14]=1.